This data is from Forward reaction prediction with 1.9M reactions from USPTO patents (1976-2016). The task is: Predict the product of the given reaction. (1) Given the reactants [C:1]([O:5][C:6]([N:8]1[CH2:11][CH:10]([NH:12][C:13]([C:15]2[CH:16]=[C:17]([CH:21]3[C:30]([CH3:32])([CH3:31])[CH2:29][C:28]4[C:23](=[CH:24][CH:25]=[C:26]([C:33]([O:35]C)=[O:34])[CH:27]=4)[NH:22]3)[CH:18]=[CH:19][CH:20]=2)=[O:14])[CH2:9]1)=[O:7])([CH3:4])([CH3:3])[CH3:2].[OH-].[Na+], predict the reaction product. The product is: [C:1]([O:5][C:6]([N:8]1[CH2:9][CH:10]([NH:12][C:13]([C:15]2[CH:16]=[C:17]([CH:21]3[C:30]([CH3:32])([CH3:31])[CH2:29][C:28]4[C:23](=[CH:24][CH:25]=[C:26]([C:33]([OH:35])=[O:34])[CH:27]=4)[NH:22]3)[CH:18]=[CH:19][CH:20]=2)=[O:14])[CH2:11]1)=[O:7])([CH3:4])([CH3:2])[CH3:3]. (2) The product is: [Cl:35][C:34]1[N:33]([CH3:36])[N:32]=[C:31]([C:37]([F:40])([F:39])[F:38])[C:14]=1[CH2:13][S:10][C:7]1[CH2:6][C:5]([CH3:15])([CH3:4])[O:9][N:8]=1. Given the reactants O.[SH-].[Na+].[CH3:4][C:5]1([CH3:15])[O:9][N:8]=[C:7]([S:10]([CH2:13][CH3:14])(=O)=O)[CH2:6]1.C(=O)([O-])[O-].[K+].[K+].C(S([O-])=O)O.[Na+].BrCC1[C:31]([C:37]([F:40])([F:39])[F:38])=[N:32][N:33]([CH3:36])[C:34]=1[Cl:35], predict the reaction product. (3) Given the reactants [N:1]1[CH:6]=[CH:5][C:4](/[CH:7]=[CH:8]/[C:9]([O:11][CH2:12][CH3:13])=[O:10])=[CH:3][CH:2]=1.C(O)(C(F)(F)F)=O.[CH3:21][O:22][CH2:23][CH2:24][N:25]([CH2:31]OC)[CH2:26][Si](C)(C)C, predict the reaction product. The product is: [CH3:21][O:22][CH2:23][CH2:24][N:25]1[CH2:31][C@@H:7]([C:4]2[CH:5]=[CH:6][N:1]=[CH:2][CH:3]=2)[C@H:8]([C:9]([O:11][CH2:12][CH3:13])=[O:10])[CH2:26]1. (4) Given the reactants Cl[CH2:2][C:3]1[N:4]=[C:5]([C:8]2[CH:13]=[CH:12][C:11]([Cl:14])=[CH:10][CH:9]=2)[S:6][CH:7]=1.[C-:15]#[N:16].[K+], predict the reaction product. The product is: [Cl:14][C:11]1[CH:12]=[CH:13][C:8]([C:5]2[S:6][CH:7]=[C:3]([CH2:2][C:15]#[N:16])[N:4]=2)=[CH:9][CH:10]=1. (5) Given the reactants [CH3:1][S:2]([N:5]1[CH2:10][CH2:9][CH:8]([CH2:11][N:12]2[C:20]3[C:15](=[CH:16][C:17]([C:21]4[CH:22]=[N:23][N:24](C5CCCCO5)[CH:25]=4)=[CH:18][CH:19]=3)[CH:14]=[CH:13]2)[CH2:7][CH2:6]1)(=[O:4])=[O:3].O.C1(C)C=CC(S(O)(=O)=O)=CC=1, predict the reaction product. The product is: [CH3:1][S:2]([N:5]1[CH2:6][CH2:7][CH:8]([CH2:11][N:12]2[C:20]3[C:15](=[CH:16][C:17]([C:21]4[CH:25]=[N:24][NH:23][CH:22]=4)=[CH:18][CH:19]=3)[CH:14]=[CH:13]2)[CH2:9][CH2:10]1)(=[O:4])=[O:3].